Dataset: Forward reaction prediction with 1.9M reactions from USPTO patents (1976-2016). Task: Predict the product of the given reaction. Given the reactants [OH-].[K+].[C:3]([CH2:5][C:6](OCC)=O)#[N:4].F[C:12]1[CH:17]=[CH:16][C:15]([N+:18]([O-:20])=[O:19])=[CH:14][C:13]=1C.Cl, predict the reaction product. The product is: [CH3:12][C:13]1[CH:14]=[C:15]([N+:18]([O-:20])=[O:19])[CH:16]=[CH:17][C:6]=1[CH2:5][C:3]#[N:4].